Dataset: Forward reaction prediction with 1.9M reactions from USPTO patents (1976-2016). Task: Predict the product of the given reaction. (1) Given the reactants [NH2:1][C:2]1[CH:3]=[N:4][C:5]2[C:10]([CH:11]=1)=[CH:9][CH:8]=[CH:7][CH:6]=2.Cl[C:13]([O:15][C:16]1[CH:21]=[CH:20][CH:19]=[CH:18][CH:17]=1)=[O:14], predict the reaction product. The product is: [N:4]1[C:5]2[C:10](=[CH:9][CH:8]=[CH:7][CH:6]=2)[CH:11]=[C:2]([NH:1][C:13](=[O:14])[O:15][C:16]2[CH:21]=[CH:20][CH:19]=[CH:18][CH:17]=2)[CH:3]=1. (2) Given the reactants [Br:1][C:2]1[CH:7]=[CH:6][C:5]([C:8](=[O:19])[CH2:9][N:10]2[CH:14]=[CH:13][CH:12]=[C:11]2[C:15]([O:17]C)=[O:16])=[CH:4][CH:3]=1.O.[OH-].[Li+], predict the reaction product. The product is: [Br:1][C:2]1[CH:3]=[CH:4][C:5]([C:8](=[O:19])[CH2:9][N:10]2[CH:14]=[CH:13][CH:12]=[C:11]2[C:15]([OH:17])=[O:16])=[CH:6][CH:7]=1. (3) The product is: [F:28][C:29]1[CH:34]=[CH:33][C:32]([C:2]2[CH:3]=[CH:4][C:5]([C:6]([NH:8][C:9]3[CH:18]=[C:17]4[C:12]([CH:13]=[C:14]([CH2:19][N:20]5[CH2:21][CH2:22][CH2:23][CH2:24]5)[CH:15]=[N:16]4)=[CH:11][C:10]=3[F:25])=[O:7])=[CH:26][CH:27]=2)=[CH:31][CH:30]=1. Given the reactants Br[C:2]1[CH:27]=[CH:26][C:5]([C:6]([NH:8][C:9]2[CH:18]=[C:17]3[C:12]([CH:13]=[C:14]([CH2:19][N:20]4[CH2:24][CH2:23][CH2:22][CH2:21]4)[CH:15]=[N:16]3)=[CH:11][C:10]=2[F:25])=[O:7])=[CH:4][CH:3]=1.[F:28][C:29]1[CH:34]=[CH:33][C:32](B(O)O)=[CH:31][CH:30]=1.C(=O)([O-])[O-].[Na+].[Na+], predict the reaction product. (4) Given the reactants [Cl:1][C:2]1[CH:7]=[CH:6][C:5]([CH2:8][C@@H:9]([NH:29][C:30]([C@@H:32]2[CH2:41][C:40]3[C:35](=[CH:36][CH:37]=[CH:38][CH:39]=3)[CH2:34][N:33]2C(OC(C)(C)C)=O)=[O:31])[C:10]([N:12]2[CH2:17][CH2:16][N:15]([C:18]3[CH:23]=[CH:22][CH:21]=[CH:20][C:19]=3[NH:24][S:25]([CH3:28])(=[O:27])=[O:26])[CH2:14][CH2:13]2)=[O:11])=[CH:4][CH:3]=1.Cl, predict the reaction product. The product is: [Cl:1][C:2]1[CH:7]=[CH:6][C:5]([CH2:8][C@@H:9]([NH:29][C:30]([C@@H:32]2[CH2:41][C:40]3[C:35](=[CH:36][CH:37]=[CH:38][CH:39]=3)[CH2:34][NH:33]2)=[O:31])[C:10]([N:12]2[CH2:13][CH2:14][N:15]([C:18]3[CH:23]=[CH:22][CH:21]=[CH:20][C:19]=3[NH:24][S:25]([CH3:28])(=[O:26])=[O:27])[CH2:16][CH2:17]2)=[O:11])=[CH:4][CH:3]=1. (5) Given the reactants B(Br)(Br)Br.[Br:5][C:6]1[CH:11]=[CH:10][N:9]=[C:8]([C:12]([C:15]2[CH:20]=[CH:19][C:18]([O:21]C)=[CH:17][CH:16]=2)([CH3:14])[CH3:13])[CH:7]=1, predict the reaction product. The product is: [Br:5][C:6]1[CH:11]=[CH:10][N:9]=[C:8]([C:12]([C:15]2[CH:16]=[CH:17][C:18]([OH:21])=[CH:19][CH:20]=2)([CH3:13])[CH3:14])[CH:7]=1. (6) Given the reactants C1CCC(N=C=NC2CCCCC2)CC1.Cl.[C:17]1([CH:23]([NH:27][C:28]2[CH:33]=[CH:32][CH:31]=[C:30]([O:34][C:35]([F:38])([F:37])[F:36])[CH:29]=2)[C:24]([OH:26])=[O:25])[CH:22]=[CH:21][CH:20]=[CH:19][CH:18]=1.C1C=CC2N(O)N=NC=2C=1.[N:49]12[CH2:56][CH2:55][CH:52]([CH2:53][CH2:54]1)[C@@H:51](O)[CH2:50]2, predict the reaction product. The product is: [N:49]12[CH2:56][CH2:55][CH:52]([CH2:53][CH2:54]1)[C@@H:51]([O:25][C:24](=[O:26])[CH:23]([C:17]1[CH:18]=[CH:19][CH:20]=[CH:21][CH:22]=1)[NH:27][C:28]1[CH:33]=[CH:32][CH:31]=[C:30]([O:34][C:35]([F:36])([F:37])[F:38])[CH:29]=1)[CH2:50]2. (7) Given the reactants [CH2:1]=[CH:2][S:3]([O-:6])(=[O:5])=[O:4].[Na+:7].[CH3:8][NH:9][CH3:10], predict the reaction product. The product is: [CH3:8][N:9]([CH3:10])[CH2:1][CH2:2][S:3]([O-:6])(=[O:5])=[O:4].[Na+:7].